Dataset: Peptide-MHC class I binding affinity with 185,985 pairs from IEDB/IMGT. Task: Regression. Given a peptide amino acid sequence and an MHC pseudo amino acid sequence, predict their binding affinity value. This is MHC class I binding data. (1) The peptide sequence is WLLRGTSFV. The MHC is HLA-A02:01 with pseudo-sequence HLA-A02:01. The binding affinity (normalized) is 0.257. (2) The peptide sequence is FRYNGLIHR. The MHC is HLA-B44:03 with pseudo-sequence HLA-B44:03. The binding affinity (normalized) is 0. (3) The peptide sequence is GMRDVSFEL. The MHC is HLA-B15:01 with pseudo-sequence HLA-B15:01. The binding affinity (normalized) is 0.548. (4) The peptide sequence is MKYVWPPIM. The MHC is HLA-B18:01 with pseudo-sequence HLA-B18:01. The binding affinity (normalized) is 0.0847. (5) The peptide sequence is GVAPGTAVLR. The MHC is HLA-A68:01 with pseudo-sequence HLA-A68:01. The binding affinity (normalized) is 0.652.